From a dataset of NCI-60 drug combinations with 297,098 pairs across 59 cell lines. Regression. Given two drug SMILES strings and cell line genomic features, predict the synergy score measuring deviation from expected non-interaction effect. (1) Drug 1: C1CN1C2=NC(=NC(=N2)N3CC3)N4CC4. Drug 2: C1CCC(C(C1)N)N.C(=O)(C(=O)[O-])[O-].[Pt+4]. Cell line: CCRF-CEM. Synergy scores: CSS=84.6, Synergy_ZIP=12.7, Synergy_Bliss=10.7, Synergy_Loewe=7.69, Synergy_HSA=13.6. (2) Drug 1: CC1=CC2C(CCC3(C2CCC3(C(=O)C)OC(=O)C)C)C4(C1=CC(=O)CC4)C. Drug 2: C1=NC2=C(N=C(N=C2N1C3C(C(C(O3)CO)O)O)F)N. Cell line: OVCAR-5. Synergy scores: CSS=-5.75, Synergy_ZIP=0.971, Synergy_Bliss=-4.23, Synergy_Loewe=-9.44, Synergy_HSA=-7.78. (3) Drug 1: C1=NC2=C(N=C(N=C2N1C3C(C(C(O3)CO)O)F)Cl)N. Drug 2: C#CCC(CC1=CN=C2C(=N1)C(=NC(=N2)N)N)C3=CC=C(C=C3)C(=O)NC(CCC(=O)O)C(=O)O. Cell line: OVCAR-4. Synergy scores: CSS=74.7, Synergy_ZIP=5.40, Synergy_Bliss=6.97, Synergy_Loewe=-22.7, Synergy_HSA=5.21. (4) Drug 1: CN1C(=O)N2C=NC(=C2N=N1)C(=O)N. Drug 2: CNC(=O)C1=NC=CC(=C1)OC2=CC=C(C=C2)NC(=O)NC3=CC(=C(C=C3)Cl)C(F)(F)F. Cell line: A498. Synergy scores: CSS=-1.08, Synergy_ZIP=0.804, Synergy_Bliss=-0.102, Synergy_Loewe=-2.22, Synergy_HSA=-1.47. (5) Drug 1: CN1C(=O)N2C=NC(=C2N=N1)C(=O)N. Drug 2: CC1=C(C=C(C=C1)C(=O)NC2=CC(=CC(=C2)C(F)(F)F)N3C=C(N=C3)C)NC4=NC=CC(=N4)C5=CN=CC=C5. Cell line: TK-10. Synergy scores: CSS=-1.68, Synergy_ZIP=-2.36, Synergy_Bliss=-5.57, Synergy_Loewe=-6.58, Synergy_HSA=-6.55. (6) Drug 1: C1=NC2=C(N=C(N=C2N1C3C(C(C(O3)CO)O)F)Cl)N. Drug 2: CCC1(CC2CC(C3=C(CCN(C2)C1)C4=CC=CC=C4N3)(C5=C(C=C6C(=C5)C78CCN9C7C(C=CC9)(C(C(C8N6C)(C(=O)OC)O)OC(=O)C)CC)OC)C(=O)OC)O.OS(=O)(=O)O. Cell line: K-562. Synergy scores: CSS=-0.489, Synergy_ZIP=1.30, Synergy_Bliss=-3.35, Synergy_Loewe=-2.85, Synergy_HSA=-9.50. (7) Drug 1: CCC(=C(C1=CC=CC=C1)C2=CC=C(C=C2)OCCN(C)C)C3=CC=CC=C3.C(C(=O)O)C(CC(=O)O)(C(=O)O)O. Drug 2: CC1CCC2CC(C(=CC=CC=CC(CC(C(=O)C(C(C(=CC(C(=O)CC(OC(=O)C3CCCCN3C(=O)C(=O)C1(O2)O)C(C)CC4CCC(C(C4)OC)O)C)C)O)OC)C)C)C)OC. Cell line: DU-145. Synergy scores: CSS=15.9, Synergy_ZIP=-2.63, Synergy_Bliss=-4.51, Synergy_Loewe=-1.23, Synergy_HSA=2.26.